Dataset: NCI-60 drug combinations with 297,098 pairs across 59 cell lines. Task: Regression. Given two drug SMILES strings and cell line genomic features, predict the synergy score measuring deviation from expected non-interaction effect. Drug 1: C1=CN(C(=O)N=C1N)C2C(C(C(O2)CO)O)O.Cl. Drug 2: C1CC(C1)(C(=O)O)C(=O)O.[NH2-].[NH2-].[Pt+2]. Cell line: MALME-3M. Synergy scores: CSS=33.9, Synergy_ZIP=0.222, Synergy_Bliss=-1.78, Synergy_Loewe=-5.92, Synergy_HSA=0.231.